This data is from Full USPTO retrosynthesis dataset with 1.9M reactions from patents (1976-2016). The task is: Predict the reactants needed to synthesize the given product. (1) Given the product [C:1]([O:5][C:6]([NH:8][C@H:9]([C:30]([O:32][CH3:33])=[O:31])[CH2:10][C:11]1[CH:16]=[CH:15][C:14]([CH2:17][CH2:18][CH2:19][C:20]2[CH:29]=[CH:28][C:27]3[CH2:26][CH2:25][CH2:24][NH:23][C:22]=3[N:21]=2)=[CH:13][CH:12]=1)=[O:7])([CH3:4])([CH3:3])[CH3:2], predict the reactants needed to synthesize it. The reactants are: [C:1]([O:5][C:6]([NH:8][C@H:9]([C:30]([O:32][CH3:33])=[O:31])[CH2:10][C:11]1[CH:16]=[CH:15][C:14]([CH:17]=[CH:18][CH2:19][C:20]2[CH:29]=[CH:28][C:27]3[C:22](=[N:23][CH:24]=[CH:25][CH:26]=3)[N:21]=2)=[CH:13][CH:12]=1)=[O:7])([CH3:4])([CH3:3])[CH3:2]. (2) Given the product [Cl:1][C:2]1[C:3]([CH3:13])=[N+:4]([O-:12])[CH:5]=[C:6]([CH3:11])[C:7]=1[Cl:16], predict the reactants needed to synthesize it. The reactants are: [Cl:1][C:2]1[C:3]([CH3:13])=[N+:4]([O-:12])[CH:5]=[C:6]([CH3:11])[C:7]=1[N+]([O-])=O.P(Cl)(Cl)([Cl:16])=O.[OH-].[Na+].C(=O)(O)[O-].[Na+]. (3) Given the product [Br:5][C:6]1[CH:11]=[CH:10][CH:9]=[C:8]2[C:7]=1[NH:12][C:13](=[O:22])[CH:14]=[CH:15]2, predict the reactants needed to synthesize it. The reactants are: [Cl-].[Al+3].[Cl-].[Cl-].[Br:5][C:6]1[CH:11]=[CH:10][CH:9]=[CH:8][C:7]=1[NH:12][C:13](=[O:22])[CH:14]=[CH:15]C1C=CC=CC=1.